From a dataset of Reaction yield outcomes from USPTO patents with 853,638 reactions. Predict the reaction yield, written as a fraction of the theoretical maximum amount of product (1.0 means a 100% yield; for example, 0.34 means a 34% yield). (1) The reactants are [O:1]=[C:2]1[CH2:10][C:9]2[C:4](=[CH:5][CH:6]=[C:7]([NH:11][C:12](=[O:18])[O:13][C:14]([CH3:17])([CH3:16])[CH3:15])[CH:8]=2)[NH:3]1.[N:19]1[CH:24]=[CH:23][C:22](/[CH:25]=[CH:26]/[C:27]2[C:35]3[C:30](=[CH:31][C:32]([CH:36]=O)=[CH:33][CH:34]=3)[NH:29][N:28]=2)=[CH:21][CH:20]=1. No catalyst specified. The product is [O:1]=[C:2]1[NH:3][C:4]2[C:9](/[C:10]/1=[CH:36]\[C:32]1[CH:31]=[C:30]3[C:35]([C:27](/[CH:26]=[CH:25]/[C:22]4[CH:21]=[CH:20][N:19]=[CH:24][CH:23]=4)=[N:28][NH:29]3)=[CH:34][CH:33]=1)=[CH:8][C:7]([NH:11][C:12](=[O:18])[O:13][C:14]([CH3:15])([CH3:17])[CH3:16])=[CH:6][CH:5]=2. The yield is 0.760. (2) The reactants are [OH:1][C:2]1[CH:9]=[CH:8][C:7]([C:10]2[O:14][N:13]=[C:12]([C:15]3[CH:23]=[CH:22][CH:21]=[C:20]4[C:16]=3[CH2:17][CH2:18][CH:19]4[NH:24][CH2:25][CH2:26][OH:27])[N:11]=2)=[CH:6][C:3]=1[C:4]#[N:5].C([O-])([O-])=O.[K+].[K+].Br[CH2:35][CH:36]([CH3:38])[CH3:37]. The catalyst is CC(N(C)C)=O. The product is [OH:27][CH2:26][CH2:25][NH:24][CH:19]1[C:20]2[C:16](=[C:15]([C:12]3[N:11]=[C:10]([C:7]4[CH:8]=[CH:9][C:2]([O:1][CH2:35][CH:36]([CH3:38])[CH3:37])=[C:3]([CH:6]=4)[C:4]#[N:5])[O:14][N:13]=3)[CH:23]=[CH:22][CH:21]=2)[CH2:17][CH2:18]1. The yield is 0.370. (3) The reactants are Br[C:2]1[CH:7]=[CH:6][CH:5]=[C:4]([Br:8])[N:3]=1.[C:9]([C:14]1[CH:15]=[C:16](B(O)O)[CH:17]=[CH:18][CH:19]=1)([O:11][CH2:12][CH3:13])=[O:10].C(=O)([O-])[O-].[Na+].[Na+]. The catalyst is C(#N)C.O. The product is [Br:8][C:4]1[N:3]=[C:2]([C:18]2[CH:19]=[C:14]([CH:15]=[CH:16][CH:17]=2)[C:9]([O:11][CH2:12][CH3:13])=[O:10])[CH:7]=[CH:6][CH:5]=1. The yield is 0.200. (4) The reactants are [F:1][C:2]1[CH:13]=[CH:12][C:5]([CH2:6][N:7]2[CH2:11][CH:10]=[CH:9][CH2:8]2)=[CH:4][CH:3]=1.O.[OH:15]S(O)(=O)=O.ClC1C=C(C=CC=1)C(OO)=O. The catalyst is CO. The product is [F:1][C:2]1[CH:13]=[CH:12][C:5]([CH2:6][N:7]2[CH2:11][CH:10]3[O:15][C:9]3=[CH:8]2)=[CH:4][CH:3]=1. The yield is 0.620. (5) The reactants are [Br:1][CH2:2][CH2:3][CH2:4][CH2:5][C:6](Cl)=[O:7].[CH3:9][O:10][C:11]1[CH:16]=[CH:15][C:14]([C:17]2[NH:21][N:20]=[C:19]([NH2:22])[CH:18]=2)=[CH:13][CH:12]=1.C(N(C(C)C)CC)(C)C. The catalyst is CC(N(C)C)=O. The product is [CH3:9][O:10][C:11]1[CH:12]=[CH:13][C:14]([C:17]2[NH:21][N:20]=[C:19]([NH:22][C:6](=[O:7])[CH2:5][CH2:4][CH2:3][CH2:2][Br:1])[CH:18]=2)=[CH:15][CH:16]=1. The yield is 0.850. (6) The reactants are [Br:1][C:2]1[S:3][C:4]2[CH:10]=[C:9]([OH:11])[CH:8]=[CH:7][C:5]=2[N:6]=1.C([O-])([O-])=O.[Cs+].[Cs+].[CH2:18]([O:20][CH2:21]Cl)[CH3:19]. The catalyst is CN(C=O)C. The product is [Br:1][C:2]1[S:3][C:4]2[CH:10]=[C:9]([O:11][CH2:21][O:20][CH2:18][CH3:19])[CH:8]=[CH:7][C:5]=2[N:6]=1. The yield is 0.990. (7) The reactants are Cl.C(=[N:15][C:16]1[CH:17]=[C:18]([CH:32]=[C:33]([CH3:35])[CH:34]=1)[O:19][C:20]1[N:25]=[CH:24][N:23]=[C:22]([NH:26][C:27]([CH:29]2[CH2:31][CH2:30]2)=[O:28])[CH:21]=1)(C1C=CC=CC=1)C1C=CC=CC=1. The catalyst is C1COCC1. The product is [NH2:15][C:16]1[CH:17]=[C:18]([CH:32]=[C:33]([CH3:35])[CH:34]=1)[O:19][C:20]1[N:25]=[CH:24][N:23]=[C:22]([NH:26][C:27]([CH:29]2[CH2:31][CH2:30]2)=[O:28])[CH:21]=1. The yield is 0.808. (8) The reactants are [N-:1]=[C:2]=[O:3].[K+].[F:5][C:6]([C:23]1[CH:24]=[C:25]([NH2:29])[CH:26]=[CH:27][CH:28]=1)([F:22])[CH2:7][O:8][C:9]1[CH:14]=[CH:13][CH:12]=[C:11]([CH2:15][C:16]2([CH3:21])[O:20][CH2:19][CH2:18][O:17]2)[CH:10]=1. The catalyst is O.C(O)(=O)C. The product is [F:22][C:6]([C:23]1[CH:24]=[C:25]([NH:29][C:2]([NH2:1])=[O:3])[CH:26]=[CH:27][CH:28]=1)([F:5])[CH2:7][O:8][C:9]1[CH:14]=[CH:13][CH:12]=[C:11]([CH2:15][C:16]2([CH3:21])[O:17][CH2:18][CH2:19][O:20]2)[CH:10]=1. The yield is 0.930. (9) The product is [CH3:31][S:32]([NH:1][C:2]1[CH:3]=[CH:4][C:5]2[O:10][C@@:9]([CH:12]([O:15][CH3:16])[O:13][CH3:14])([CH3:11])[C@H:8]([OH:17])[C@@H:7]([N:18]3[C:22]4[CH:23]=[CH:24][CH:25]=[CH:26][C:21]=4[NH:20][C:19]3=[N:27][C:28]#[N:29])[C:6]=2[CH:30]=1)(=[O:34])=[O:33]. The yield is 0.260. The catalyst is C(Cl)Cl. The reactants are [NH2:1][C:2]1[CH:3]=[CH:4][C:5]2[O:10][C@@:9]([CH:12]([O:15][CH3:16])[O:13][CH3:14])([CH3:11])[C@H:8]([OH:17])[C@@H:7]([N:18]3[C:22]4[CH:23]=[CH:24][CH:25]=[CH:26][C:21]=4[NH:20][C:19]3=[N:27][C:28]#[N:29])[C:6]=2[CH:30]=1.[CH3:31][S:32](Cl)(=[O:34])=[O:33].C(N(C(C)C)CC)(C)C.C([O-])(O)=O.[Na+].